This data is from Forward reaction prediction with 1.9M reactions from USPTO patents (1976-2016). The task is: Predict the product of the given reaction. (1) Given the reactants [CH2:1]([N:8]([CH2:30][C@@H:31]([C:33]1[CH:44]=[CH:43][C:36]2[O:37]C(C)(C)[O:39][CH2:40][C:35]=2[CH:34]=1)[OH:32])[CH2:9][CH2:10][CH2:11][CH2:12][CH2:13][CH2:14][CH2:15][O:16][CH2:17][CH2:18][CH2:19][C:20]1[CH:21]=[C:22]([S:26]([NH2:29])(=[O:28])=[O:27])[CH:23]=[CH:24][CH:25]=1)[C:2]1[CH:7]=[CH:6][CH:5]=[CH:4][CH:3]=1.Cl.C(=O)(O)[O-].[Na+], predict the reaction product. The product is: [CH2:1]([N:8]([CH2:30][C@H:31]([OH:32])[C:33]1[CH:44]=[CH:43][C:36]([OH:37])=[C:35]([CH2:40][OH:39])[CH:34]=1)[CH2:9][CH2:10][CH2:11][CH2:12][CH2:13][CH2:14][CH2:15][O:16][CH2:17][CH2:18][CH2:19][C:20]1[CH:21]=[C:22]([S:26]([NH2:29])(=[O:28])=[O:27])[CH:23]=[CH:24][CH:25]=1)[C:2]1[CH:3]=[CH:4][CH:5]=[CH:6][CH:7]=1. (2) Given the reactants [CH3:1]C(C)([O-])C.[K+].[CH2:7]([N:14]1[CH2:28][CH:17]2[C:18]3[CH:19]=[C:20]([O:26][CH3:27])[CH:21]=[CH:22][C:23]=3[C:24](=O)[CH:16]2[CH2:15]1)[C:8]1[CH:13]=[CH:12][CH:11]=[CH:10][CH:9]=1, predict the reaction product. The product is: [CH2:7]([N:14]1[CH2:15][CH:16]2[C:24](=[CH2:1])[C:23]3[CH:22]=[CH:21][C:20]([O:26][CH3:27])=[CH:19][C:18]=3[CH:17]2[CH2:28]1)[C:8]1[CH:9]=[CH:10][CH:11]=[CH:12][CH:13]=1. (3) Given the reactants C([O:3][C:4]([C:6]1([C:15](=[O:27])[NH:16][C:17]2[C:26]3[CH2:25][CH2:24][CH2:23][CH2:22][C:21]=3[CH:20]=[CH:19][CH:18]=2)[CH2:14][C:13]2[C:8](=[CH:9][CH:10]=[CH:11][CH:12]=2)[CH2:7]1)=[O:5])C.O1CCOCC1.CO.[Li+].[OH-], predict the reaction product. The product is: [C:17]1([NH:16][C:15]([C:6]2([C:4]([OH:5])=[O:3])[CH2:14][C:13]3[C:8](=[CH:9][CH:10]=[CH:11][CH:12]=3)[CH2:7]2)=[O:27])[C:26]2[CH2:25][CH2:24][CH2:23][CH2:22][C:21]=2[CH:20]=[CH:19][CH:18]=1.